This data is from Catalyst prediction with 721,799 reactions and 888 catalyst types from USPTO. The task is: Predict which catalyst facilitates the given reaction. (1) Reactant: [Br:1][C:2]1[C:3]([I:11])=[C:4]([C:8]([OH:10])=[O:9])[CH:5]=[N:6][CH:7]=1.[CH3:12][Si](C=[N+]=[N-])(C)C. Product: [Br:1][C:2]1[C:3]([I:11])=[C:4]([C:8]([O:10][CH3:12])=[O:9])[CH:5]=[N:6][CH:7]=1. The catalyst class is: 9. (2) Reactant: C(NC(C)C)(C)C.[Li]CCCC.[CH3:13][C:14]1[CH:23]=[CH:22][C:21]2[C:16](=[CH:17][CH:18]=[CH:19][CH:20]=2)[N:15]=1.Cl[P:25](=[O:32])([O:29][CH2:30][CH3:31])[O:26][CH2:27][CH3:28].[NH4+].[Cl-]. Product: [N:15]1[C:16]2[C:21](=[CH:20][CH:19]=[CH:18][CH:17]=2)[CH:22]=[CH:23][C:14]=1[CH2:13][P:25](=[O:32])([O:29][CH2:30][CH3:31])[O:26][CH2:27][CH3:28]. The catalyst class is: 1. (3) Product: [N:7]1([CH2:12][C:13]2[CH:18]=[CH:17][C:16]([CH:19]([CH3:1])[C:20]#[N:21])=[CH:15][CH:14]=2)[CH2:11][CH2:10][CH2:9][CH2:8]1. Reactant: [CH3:1]C(C)([O-])C.[K+].[N:7]1([CH2:12][C:13]2[CH:18]=[CH:17][C:16]([CH2:19][C:20]#[N:21])=[CH:15][CH:14]=2)[CH2:11][CH2:10][CH2:9][CH2:8]1.CI. The catalyst class is: 7. (4) Reactant: [CH3:1][O:2][C:3]1[C:8]2[N:9]=[CH:10][S:11][C:7]=2[CH:6]=[CH:5][CH:4]=1.[Li]CCCC.[CH3:17][S:18]SC.O. Product: [CH3:1][O:2][C:3]1[C:8]2[N:9]=[C:10]([S:18][CH3:17])[S:11][C:7]=2[CH:6]=[CH:5][CH:4]=1. The catalyst class is: 1. (5) Reactant: C(C1OC1)Cl.[CH2:6]([O:10][C:11]1[CH:20]=[CH:19][C:18]2[C:13](=[CH:14][CH:15]=[CH:16][CH:17]=2)[C:12]=1[CH:21]=[N:22][OH:23])[CH:7]1[O:9][CH2:8]1.ClN1C(=O)CCC1=O.C(N(CC)CC)C. Product: [CH2:6]([O:10][C:11]1[CH:20]=[CH:19][C:18]2[C:13](=[CH:14][CH:15]=[CH:16][CH:17]=2)[C:12]=1[C:21]#[N+:22][O-:23])[CH:7]1[O:9][CH2:8]1. The catalyst class is: 22. (6) Reactant: [CH2:1]([NH:8][C:9](=O)[CH2:10][C:11]1[CH:16]=[CH:15][CH:14]=[C:13]([CH2:17][OH:18])[CH:12]=1)[CH2:2][CH2:3][CH2:4][CH2:5][CH2:6][CH3:7].[BH4-].[Na+].B(F)(F)F.CCOCC.Cl. Product: [CH2:1]([NH:8][CH2:9][CH2:10][C:11]1[CH:12]=[C:13]([CH2:17][OH:18])[CH:14]=[CH:15][CH:16]=1)[CH2:2][CH2:3][CH2:4][CH2:5][CH2:6][CH3:7]. The catalyst class is: 7. (7) Reactant: [CH3:1][C:2]([O:5][C:6]([NH:8][C@H:9]([C:11]([NH:13][C@@H:14]([C@@H:21]([CH3:24])[CH2:22][CH3:23])/[CH:15]=[CH:16]/[C:17]([O:19]C)=[O:18])=[O:12])[CH3:10])=[O:7])([CH3:4])[CH3:3].[Li+].[OH-].Cl. Product: [CH3:1][C:2]([O:5][C:6]([NH:8][C@H:9]([C:11]([NH:13][C@@H:14]([C@@H:21]([CH3:24])[CH2:22][CH3:23])/[CH:15]=[CH:16]/[C:17]([OH:19])=[O:18])=[O:12])[CH3:10])=[O:7])([CH3:3])[CH3:4]. The catalyst class is: 20. (8) Reactant: C([Li])CCC.C([Si]([O:13][C@@H:14]1[CH2:18][O:17][C@@H:16]2[C@@H:19]([C:22]#[CH:23])[CH2:20][O:21][C@H:15]12)(C)C)(C)(C)C.Cl[C:25]([O:27][CH2:28][CH3:29])=[O:26]. Product: [CH2:28]([O:27][C:25](=[O:26])[CH2:23][CH2:22][C@H:19]1[CH2:20][O:21][C@@H:15]2[C@H:14]([OH:13])[CH2:18][O:17][C@H:16]12)[CH3:29]. The catalyst class is: 1. (9) Reactant: [N:1]1[CH:6]=[CH:5][CH:4]=[CH:3][C:2]=1[C@H:7]([NH:9][C:10]([C:12]1[C:20]2[C:15](=[N:16][CH:17]=[C:18]([C:21]3[C:29]4[C:24](=[CH:25][C:26]([F:30])=[CH:27][CH:28]=4)[N:23]([CH3:31])[N:22]=3)[N:19]=2)[N:14](COCC[Si](C)(C)C)[CH:13]=1)=[O:11])[CH3:8].C(O)(C(F)(F)F)=O.C(N)CN.[ClH:51].CO. Product: [ClH:51].[N:1]1[CH:6]=[CH:5][CH:4]=[CH:3][C:2]=1[C@H:7]([NH:9][C:10]([C:12]1[C:20]2[C:15](=[N:16][CH:17]=[C:18]([C:21]3[C:29]4[C:24](=[CH:25][C:26]([F:30])=[CH:27][CH:28]=4)[N:23]([CH3:31])[N:22]=3)[N:19]=2)[NH:14][CH:13]=1)=[O:11])[CH3:8]. The catalyst class is: 2. (10) Reactant: [Cl:1][C:2]1[CH:9]=[CH:8][C:5]([CH2:6][NH2:7])=[CH:4][CH:3]=1.[CH:10]([C:13]1[CH:20]=[CH:19][C:16]([CH:17]=O)=[CH:15][CH:14]=1)([CH3:12])[CH3:11].C(O)(=O)C.C([BH3-])#N.[Na+]. Product: [Cl:1][C:2]1[CH:9]=[CH:8][C:5]([CH2:6][NH:7][CH2:17][C:16]2[CH:19]=[CH:20][C:13]([CH:10]([CH3:12])[CH3:11])=[CH:14][CH:15]=2)=[CH:4][CH:3]=1. The catalyst class is: 24.